Dataset: Full USPTO retrosynthesis dataset with 1.9M reactions from patents (1976-2016). Task: Predict the reactants needed to synthesize the given product. (1) Given the product [CH2:8]([N:10]1[C:16](=[O:17])[C:15]([CH3:19])([CH3:18])[C:14](=[O:20])[N:13]([CH3:21])[C:12]2[CH:22]=[C:23]([CH2:26][NH:27][S:37]([C:32]3[CH:33]=[CH:34][CH:35]=[CH:36][C:31]=3[N+:28]([O-:30])=[O:29])(=[O:38])=[O:39])[CH:24]=[CH:25][C:11]1=2)[CH3:9], predict the reactants needed to synthesize it. The reactants are: C(N(CC)CC)C.[CH2:8]([N:10]1[C:16](=[O:17])[C:15]([CH3:19])([CH3:18])[C:14](=[O:20])[N:13]([CH3:21])[C:12]2[CH:22]=[C:23]([CH2:26][NH2:27])[CH:24]=[CH:25][C:11]1=2)[CH3:9].[N+:28]([C:31]1[CH:36]=[CH:35][CH:34]=[CH:33][C:32]=1[S:37](Cl)(=[O:39])=[O:38])([O-:30])=[O:29].C(=O)(O)[O-].[Na+]. (2) Given the product [CH3:26][C@H:27]1[CH2:31][CH2:30][CH2:29][N:28]1[C:2]1[N:7]=[C:6]([C:8]([F:11])([F:10])[F:9])[C:5]([N+:12]([O-:14])=[O:13])=[CH:4][CH:3]=1, predict the reactants needed to synthesize it. The reactants are: Br[C:2]1[N:7]=[C:6]([C:8]([F:11])([F:10])[F:9])[C:5]([N+:12]([O-:14])=[O:13])=[CH:4][CH:3]=1.S(C1C=CC(C)=CC=1)(O)(=O)=O.[CH3:26][C@H:27]1[CH2:31][CH2:30][CH2:29][NH:28]1.C([O-])([O-])=O.[K+].[K+]. (3) Given the product [CH2:18]([OH:19])[C@H:16]1[O:17][C@H:9]([O:8][C@@H:7]2[C@H:5]([OH:6])[C@@H:3]([OH:4])[C@H:2]([O:1][C@H:26]3[C@H:27]([OH:44])[C@@H:28]([OH:43])[CH:29]([OH:31])[O:30][C@@H:25]3[CH2:24][OH:46])[O:21][C@@H:20]2[CH2:22][OH:23])[C@H:10]([OH:11])[C@@H:12]([OH:13])[C@H:14]1[OH:15], predict the reactants needed to synthesize it. The reactants are: [OH:1][CH:2]1[O:21][C@H:20]([CH2:22][OH:23])[C@@H:7]([O:8][C@@H:9]2[O:17][C@H:16]([CH2:18][OH:19])[C@H:14]([OH:15])[C@H:12]([OH:13])[C@H:10]2[OH:11])[C@H:5]([OH:6])[C@H:3]1[OH:4].[CH2:24]([OH:46])[C@H:25]1[O:30][C@H:29]([O:31][C@]2(CO)O[C@H](CO)[C@@H](O)[C@@H]2O)[C@H:28]([OH:43])[C@@H:27]([OH:44])[C@@H:26]1O.C1C(=O)NC(=O)N([C@@H]2O[C@H](COP(OP(O[C@H]3O[C@H](CO)[C@@H](O)[C@H](O)[C@H]3O)(O)=O)(O)=O)[C@@H](O)[C@H]2O)C=1.C1N(CCS(O)(=O)=O)CCOC1.[Mg+2].[Cl-].[Cl-].CCC(COC(C(N(CC[NH+](C)C)C)=O)(C1C=CC=CC=1)C1C=CC=CC=1)CC.[Cl-].[NH4+].[OH-]. (4) Given the product [Br:1][C:2]1[N:3]=[C:4]([S:13][CH3:12])[C:5]2[N:6]([CH:8]=[CH:9][N:10]=2)[CH:7]=1, predict the reactants needed to synthesize it. The reactants are: [Br:1][C:2]1[N:3]=[C:4](Br)[C:5]2[N:6]([CH:8]=[CH:9][N:10]=2)[CH:7]=1.[CH3:12][S-:13].[Na+]. (5) Given the product [F:15][C:16]1[CH:21]=[CH:20][C:19]([N:5]2[CH:6]=[C:7]([C:8]([O:10][CH2:11][CH3:12])=[O:9])[C:3]([C:2]([F:1])([F:13])[F:14])=[N:4]2)=[CH:18][CH:17]=1, predict the reactants needed to synthesize it. The reactants are: [F:1][C:2]([F:14])([F:13])[C:3]1[C:7]([C:8]([O:10][CH2:11][CH3:12])=[O:9])=[CH:6][NH:5][N:4]=1.[F:15][C:16]1[CH:21]=[CH:20][C:19](B(O)O)=[CH:18][CH:17]=1.N1C=CC=CC=1. (6) Given the product [Br:9][CH2:10][CH2:2][C:3]([N:5]([O:7][CH3:8])[CH3:6])=[O:4], predict the reactants needed to synthesize it. The reactants are: Br[CH2:2][C:3]([N:5]([O:7][CH3:8])[CH3:6])=[O:4].[Br:9][CH2:10]CC(O)=O. (7) Given the product [O:12]=[C:9]1[C:10]2[C:5](=[CH:4][N:3]=[C:2]([C:30]#[C:29][CH2:28][C:22]3[CH:27]=[CH:26][CH:25]=[CH:24][CH:23]=3)[CH:11]=2)[CH:6]=[CH:7][N:8]1[CH2:13][C:14]1[CH:15]=[C:16]([CH:19]=[CH:20][CH:21]=1)[C:17]#[N:18], predict the reactants needed to synthesize it. The reactants are: Br[C:2]1[CH:11]=[C:10]2[C:5]([CH:6]=[CH:7][N:8]([CH2:13][C:14]3[CH:15]=[C:16]([CH:19]=[CH:20][CH:21]=3)[C:17]#[N:18])[C:9]2=[O:12])=[CH:4][N:3]=1.[C:22]1([CH2:28][C:29]#[CH:30])[CH:27]=[CH:26][CH:25]=[CH:24][CH:23]=1.C(N(CC)CC)C.